Task: Regression. Given two drug SMILES strings and cell line genomic features, predict the synergy score measuring deviation from expected non-interaction effect.. Dataset: NCI-60 drug combinations with 297,098 pairs across 59 cell lines (1) Drug 1: C1=CC(=CC=C1CCC2=CNC3=C2C(=O)NC(=N3)N)C(=O)NC(CCC(=O)O)C(=O)O. Drug 2: CC(CN1CC(=O)NC(=O)C1)N2CC(=O)NC(=O)C2. Cell line: RXF 393. Synergy scores: CSS=26.6, Synergy_ZIP=-6.46, Synergy_Bliss=2.21, Synergy_Loewe=6.07, Synergy_HSA=6.45. (2) Drug 1: CC1=C(C(=O)C2=C(C1=O)N3CC4C(C3(C2COC(=O)N)OC)N4)N. Drug 2: CC1CCCC2(C(O2)CC(NC(=O)CC(C(C(=O)C(C1O)C)(C)C)O)C(=CC3=CSC(=N3)C)C)C. Cell line: HCC-2998. Synergy scores: CSS=57.1, Synergy_ZIP=-3.25, Synergy_Bliss=-5.83, Synergy_Loewe=-13.1, Synergy_HSA=-1.87.